Predict the reactants needed to synthesize the given product. From a dataset of Full USPTO retrosynthesis dataset with 1.9M reactions from patents (1976-2016). (1) Given the product [CH2:1]([O:3][C:4]([N:6]1[CH2:7][CH2:8][N:9]([C:12](=[O:46])[C@@H:13]([NH2:38])[CH2:14][CH2:15][CH2:16][NH:17]/[C:18](/[NH2:37])=[N:19]/[S:20]([C:23]2[C:24]([CH3:36])=[C:25]([CH3:35])[C:26]3[O:30][C:29]([CH3:31])([CH3:32])[CH2:28][C:27]=3[C:33]=2[CH3:34])(=[O:22])=[O:21])[CH2:10][CH2:11]1)=[O:5])[CH3:2], predict the reactants needed to synthesize it. The reactants are: [CH2:1]([O:3][C:4]([N:6]1[CH2:11][CH2:10][N:9]([C:12](=[O:46])[C@@H:13]([NH:38]C(OC(C)(C)C)=O)[CH2:14][CH2:15][CH2:16][NH:17]/[C:18](/[NH2:37])=[N:19]/[S:20]([C:23]2[C:24]([CH3:36])=[C:25]([CH3:35])[C:26]3[O:30][C:29]([CH3:32])([CH3:31])[CH2:28][C:27]=3[C:33]=2[CH3:34])(=[O:22])=[O:21])[CH2:8][CH2:7]1)=[O:5])[CH3:2].Cl.O1CCOCC1. (2) The reactants are: [F:1][C:2]([F:16])([F:15])[C:3]1[CH:4]=[C:5]([CH:8]=[C:9]([C:11]([F:14])([F:13])[F:12])[CH:10]=1)[CH:6]=O.[CH3:17][NH2:18]. Given the product [F:1][C:2]([F:16])([F:15])[C:3]1[CH:4]=[C:5]([CH:8]=[C:9]([C:11]([F:14])([F:13])[F:12])[CH:10]=1)[CH:6]=[N:18][CH3:17], predict the reactants needed to synthesize it. (3) The reactants are: Cl.[CH:2]1([CH2:5][O:6][C:7]2[CH:12]=[CH:11][C:10]([CH3:13])=[CH:9][C:8]=2[C:14]2[C:15]3[NH:23][C:22]([CH3:24])=[C:21]([C:25]([NH:27][CH:28]4[CH2:33][CH2:32][NH:31][CH2:30][CH2:29]4)=[O:26])[C:16]=3[N:17]=[C:18]([CH3:20])[N:19]=2)[CH2:4][CH2:3]1.[C:34](Cl)(=[O:37])[CH2:35][CH3:36]. Given the product [CH:2]1([CH2:5][O:6][C:7]2[CH:12]=[CH:11][C:10]([CH3:13])=[CH:9][C:8]=2[C:14]2[C:15]3[NH:23][C:22]([CH3:24])=[C:21]([C:25]([NH:27][CH:28]4[CH2:29][CH2:30][N:31]([C:34](=[O:37])[CH2:35][CH3:36])[CH2:32][CH2:33]4)=[O:26])[C:16]=3[N:17]=[C:18]([CH3:20])[N:19]=2)[CH2:3][CH2:4]1, predict the reactants needed to synthesize it. (4) The reactants are: [Cl:1][C:2]1[CH:7]=[CH:6][C:5]([S:8]([CH:11]([C:17]2[CH:22]=[C:21]([F:23])[CH:20]=[CH:19][C:18]=2[F:24])[C:12]([CH3:16])([CH3:15])[CH2:13][OH:14])(=[O:10])=[O:9])=[CH:4][CH:3]=1.[H-].[Na+].[N:27]1([C:32](Cl)=[O:33])[CH2:31][CH2:30][CH2:29][CH2:28]1.CO. Given the product [N:27]1([C:32]([O:14][CH2:13][C:12]([CH3:15])([CH3:16])[CH:11]([S:8]([C:5]2[CH:4]=[CH:3][C:2]([Cl:1])=[CH:7][CH:6]=2)(=[O:10])=[O:9])[C:17]2[CH:22]=[C:21]([F:23])[CH:20]=[CH:19][C:18]=2[F:24])=[O:33])[CH2:31][CH2:30][CH2:29][CH2:28]1, predict the reactants needed to synthesize it. (5) Given the product [O:9]([C:1]([NH:17][C@H:18]([C:26]([OH:28])=[O:27])[CH3:19])=[O:16])[C:10]1[CH:11]=[CH:12][CH:13]=[CH:14][CH:15]=1, predict the reactants needed to synthesize it. The reactants are: [C:1](=[O:16])([O:9][C:10]1[CH:15]=[CH:14][CH:13]=[CH:12][CH:11]=1)OC1C=CC=CC=1.[NH2:17][C@H:18]([C:26]([O-:28])=[O:27])[CH2:19]C1C=CC=CC=1.C([N+](CCCC)(CCCC)CCCC)CCC.Cl.